From a dataset of Catalyst prediction with 721,799 reactions and 888 catalyst types from USPTO. Predict which catalyst facilitates the given reaction. (1) Reactant: [NH:1]1[C:5]([CH:6]2[CH2:11][CH:10]([C:12]([O:14][CH2:15][CH3:16])=[O:13])[CH2:9][CH2:8][N:7]2[C:17]([O:19][CH2:20][C:21]2[CH:26]=[CH:25][CH:24]=[CH:23][CH:22]=2)=[O:18])=[N:4][N:3]=[N:2]1.IC.[C:29]([O-])([O-])=O.[K+].[K+]. Product: [CH3:29][N:3]1[N:2]=[N:1][C:5]([CH:6]2[CH2:11][CH:10]([C:12]([O:14][CH2:15][CH3:16])=[O:13])[CH2:9][CH2:8][N:7]2[C:17]([O:19][CH2:20][C:21]2[CH:22]=[CH:23][CH:24]=[CH:25][CH:26]=2)=[O:18])=[N:4]1.[CH3:29][N:4]1[C:5]([CH:6]2[CH2:11][CH:10]([C:12]([O:14][CH2:15][CH3:16])=[O:13])[CH2:9][CH2:8][N:7]2[C:17]([O:19][CH2:20][C:21]2[CH:22]=[CH:23][CH:24]=[CH:25][CH:26]=2)=[O:18])=[N:1][N:2]=[N:3]1. The catalyst class is: 21. (2) Reactant: [CH2:1]([O:3][C:4]([C:6]1[NH:7][N:8]=[C:9]([OH:11])[CH:10]=1)=[O:5])[CH3:2].C([O-])([O-])=O.[K+].[K+].Br[CH2:19][CH2:20][O:21][CH2:22][CH2:23][O:24][CH3:25].O. Product: [CH2:1]([O:3][C:4]([C:6]1[NH:7][N:8]=[C:9]([O:11][CH2:19][CH2:20][O:21][CH2:22][CH2:23][O:24][CH3:25])[CH:10]=1)=[O:5])[CH3:2]. The catalyst class is: 10. (3) Reactant: [C:1]([O:5][C:6]([N:8]1[C:17]2[C:12](=[CH:13][C:14](Br)=[CH:15][N:16]=2)[CH2:11][CH2:10][CH2:9]1)=[O:7])([CH3:4])([CH3:3])[CH3:2].B1(B2OC(C)(C)C(C)(C)O2)OC(C)(C)C(C)(C)O1.C([O-])(=O)C.[K+].[CH2:42]([O:49][C:50]1[CH:51]=[N:52][CH:53]=[C:54](Br)[CH:55]=1)[C:43]1[CH:48]=[CH:47][CH:46]=[CH:45][CH:44]=1.C(=O)([O-])[O-].[Na+].[Na+]. Product: [C:1]([O:5][C:6]([N:8]1[C:17]2[C:12](=[CH:13][C:14]([C:54]3[CH:53]=[N:52][CH:51]=[C:50]([O:49][CH2:42][C:43]4[CH:48]=[CH:47][CH:46]=[CH:45][CH:44]=4)[CH:55]=3)=[CH:15][N:16]=2)[CH2:11][CH2:10][CH2:9]1)=[O:7])([CH3:4])([CH3:3])[CH3:2]. The catalyst class is: 75. (4) Reactant: CO[CH2:3][C:4]([C:6]1[CH:11]=[CH:10][CH:9]=[CH:8][CH:7]=1)=[O:5].C(O)C[CH2:14][OH:15].[NH+]1C=C[CH:20]=[CH:19][CH:18]=1.[C:19]1(C)[CH:20]=[CH:20][C:19](S([O-:30])(=[O:30])=[O:30])=[CH:18][CH:18]=1.O. Product: [CH3:14][O:15][C:11]1[CH:10]=[CH:9][CH:8]=[CH:7][C:6]=1[C:4]1([CH3:3])[O:5][CH2:20][CH2:19][CH2:18][O:30]1. The catalyst class is: 81. (5) Reactant: O.[OH-].[Li+].C[O:5][C:6]([C:8]1[CH:9]=[C:10]([C:14]2[CH:19]=[CH:18][CH:17]=[C:16]([NH:20][CH2:21][CH2:22][NH:23][CH2:24][C@@H:25]([C:27]3[CH:32]=[CH:31][CH:30]=[C:29]([Cl:33])[CH:28]=3)[OH:26])[CH:15]=2)[CH:11]=[CH:12][CH:13]=1)=[O:7].Cl. Product: [Cl:33][C:29]1[CH:28]=[C:27]([C@@H:25]([OH:26])[CH2:24][NH:23][CH2:22][CH2:21][NH:20][C:16]2[CH:15]=[C:14]([C:10]3[CH:11]=[CH:12][CH:13]=[C:8]([C:6]([OH:7])=[O:5])[CH:9]=3)[CH:19]=[CH:18][CH:17]=2)[CH:32]=[CH:31][CH:30]=1. The catalyst class is: 97.